Dataset: TCR-epitope binding with 47,182 pairs between 192 epitopes and 23,139 TCRs. Task: Binary Classification. Given a T-cell receptor sequence (or CDR3 region) and an epitope sequence, predict whether binding occurs between them. (1) The epitope is PKYVKQNTLKLAT. The TCR CDR3 sequence is CSARLPAGDGYTF. Result: 1 (the TCR binds to the epitope). (2) The epitope is EHPTFTSQYRIQGKL. The TCR CDR3 sequence is CASSSGWGVGTDTQYF. Result: 0 (the TCR does not bind to the epitope). (3) The epitope is TPGPGVRYPL. The TCR CDR3 sequence is CASSPAGVASGQAYEQYF. Result: 0 (the TCR does not bind to the epitope).